This data is from NCI-60 drug combinations with 297,098 pairs across 59 cell lines. The task is: Regression. Given two drug SMILES strings and cell line genomic features, predict the synergy score measuring deviation from expected non-interaction effect. (1) Drug 1: CC1=C(C(CCC1)(C)C)C=CC(=CC=CC(=CC(=O)O)C)C. Drug 2: CS(=O)(=O)CCNCC1=CC=C(O1)C2=CC3=C(C=C2)N=CN=C3NC4=CC(=C(C=C4)OCC5=CC(=CC=C5)F)Cl. Cell line: SNB-75. Synergy scores: CSS=5.93, Synergy_ZIP=0.551, Synergy_Bliss=4.03, Synergy_Loewe=-2.77, Synergy_HSA=-1.37. (2) Drug 1: CC12CCC3C(C1CCC2=O)CC(=C)C4=CC(=O)C=CC34C. Drug 2: C1=CC(=CC=C1CCCC(=O)O)N(CCCl)CCCl. Cell line: HOP-62. Synergy scores: CSS=41.1, Synergy_ZIP=-1.05, Synergy_Bliss=-0.350, Synergy_Loewe=-1.16, Synergy_HSA=1.75. (3) Drug 1: C1=CC(=CC=C1C#N)C(C2=CC=C(C=C2)C#N)N3C=NC=N3. Drug 2: CC1=CC=C(C=C1)C2=CC(=NN2C3=CC=C(C=C3)S(=O)(=O)N)C(F)(F)F. Cell line: HOP-62. Synergy scores: CSS=10.4, Synergy_ZIP=0.265, Synergy_Bliss=2.04, Synergy_Loewe=7.14, Synergy_HSA=1.27. (4) Drug 1: COC1=CC(=CC(=C1O)OC)C2C3C(COC3=O)C(C4=CC5=C(C=C24)OCO5)OC6C(C(C7C(O6)COC(O7)C8=CC=CS8)O)O. Drug 2: CCC1(C2=C(COC1=O)C(=O)N3CC4=CC5=C(C=CC(=C5CN(C)C)O)N=C4C3=C2)O.Cl. Cell line: OVCAR3. Synergy scores: CSS=37.6, Synergy_ZIP=-12.3, Synergy_Bliss=-0.719, Synergy_Loewe=-10.2, Synergy_HSA=3.56. (5) Drug 1: CC12CCC(CC1=CCC3C2CCC4(C3CC=C4C5=CN=CC=C5)C)O. Drug 2: CC(C)NC(=O)C1=CC=C(C=C1)CNNC.Cl. Cell line: SF-539. Synergy scores: CSS=3.67, Synergy_ZIP=-2.60, Synergy_Bliss=-3.54, Synergy_Loewe=-8.44, Synergy_HSA=-3.58. (6) Drug 1: CCCCC(=O)OCC(=O)C1(CC(C2=C(C1)C(=C3C(=C2O)C(=O)C4=C(C3=O)C=CC=C4OC)O)OC5CC(C(C(O5)C)O)NC(=O)C(F)(F)F)O. Drug 2: CCC1(C2=C(COC1=O)C(=O)N3CC4=CC5=C(C=CC(=C5CN(C)C)O)N=C4C3=C2)O.Cl. Cell line: SW-620. Synergy scores: CSS=39.7, Synergy_ZIP=-5.92, Synergy_Bliss=-5.29, Synergy_Loewe=-1.51, Synergy_HSA=1.36. (7) Drug 1: C1=CC(=CC=C1CCCC(=O)O)N(CCCl)CCCl. Drug 2: COCCOC1=C(C=C2C(=C1)C(=NC=N2)NC3=CC=CC(=C3)C#C)OCCOC.Cl. Cell line: NCI-H322M. Synergy scores: CSS=27.3, Synergy_ZIP=5.40, Synergy_Bliss=4.85, Synergy_Loewe=-24.0, Synergy_HSA=2.94. (8) Drug 1: COC1=NC(=NC2=C1N=CN2C3C(C(C(O3)CO)O)O)N. Drug 2: C1CN1C2=NC(=NC(=N2)N3CC3)N4CC4. Cell line: OVCAR-4. Synergy scores: CSS=6.67, Synergy_ZIP=-0.0538, Synergy_Bliss=-0.0444, Synergy_Loewe=-18.8, Synergy_HSA=-5.21.